This data is from Full USPTO retrosynthesis dataset with 1.9M reactions from patents (1976-2016). The task is: Predict the reactants needed to synthesize the given product. (1) Given the product [I:19][C:15]1[CH:14]=[C:13]([NH:12][C:5]2[C:4]3[C:9](=[CH:10][CH:11]=[C:2]([NH:1][C:31](=[O:32])[CH2:30][Cl:29])[CH:3]=3)[N:8]=[CH:7][N:6]=2)[CH:18]=[CH:17][CH:16]=1, predict the reactants needed to synthesize it. The reactants are: [NH2:1][C:2]1[CH:3]=[C:4]2[C:9](=[CH:10][CH:11]=1)[N:8]=[CH:7][N:6]=[C:5]2[NH:12][C:13]1[CH:18]=[CH:17][CH:16]=[C:15]([I:19])[CH:14]=1.C(N(CC)C(C)C)(C)C.[Cl:29][CH2:30][C:31](Cl)=[O:32].C([O-])(O)=O.[Na+]. (2) The reactants are: [CH3:1][O:2][C:3](=[O:12])[C:4]1[CH:9]=[CH:8][C:7]([NH2:10])=[C:6]([NH2:11])[CH:5]=1.CO[C:15]1C(OC)=C[C:18]2[NH:19][C:20](CCCNC)=N[C:17]=2[CH:16]=1. Given the product [CH3:1][O:2][C:3]([C:4]1[CH:9]=[CH:8][C:7]2[NH:10][C:15]([CH2:16][CH2:17][CH2:18][NH:19][CH3:20])=[N:11][C:6]=2[CH:5]=1)=[O:12], predict the reactants needed to synthesize it. (3) Given the product [CH3:32][S:33]([O:1][CH:2]1[CH2:3][N:4]([C:6]2[O:7][CH:8]=[C:9]([C:11](=[O:31])[NH:12][C@H:13]3[CH2:17][CH2:16][N:15]([C:18]([O:20][CH2:21][C:22]4[CH:27]=[CH:26][C:25]([N+:28]([O-:30])=[O:29])=[CH:24][CH:23]=4)=[O:19])[CH2:14]3)[N:10]=2)[CH2:5]1)(=[O:35])=[O:34], predict the reactants needed to synthesize it. The reactants are: [OH:1][CH:2]1[CH2:5][N:4]([C:6]2[O:7][CH:8]=[C:9]([C:11](=[O:31])[NH:12][C@H:13]3[CH2:17][CH2:16][N:15]([C:18]([O:20][CH2:21][C:22]4[CH:27]=[CH:26][C:25]([N+:28]([O-:30])=[O:29])=[CH:24][CH:23]=4)=[O:19])[CH2:14]3)[N:10]=2)[CH2:3]1.[CH3:32][S:33](Cl)(=[O:35])=[O:34].C(N(CC)CC)C. (4) Given the product [C:2]1([CH:1]([C:8]2[CH:9]=[CH:10][CH:11]=[CH:12][CH:13]=2)[N:14]2[CH2:21][C@@H:19]([OH:20])[C@@H:16]2[CH2:17][CH3:18])[CH:7]=[CH:6][CH:5]=[CH:4][CH:3]=1, predict the reactants needed to synthesize it. The reactants are: [CH:1]([NH2:14])([C:8]1[CH:13]=[CH:12][CH:11]=[CH:10][CH:9]=1)[C:2]1[CH:7]=[CH:6][CH:5]=[CH:4][CH:3]=1.Br[C@@H:16]([C@H:19]1[CH2:21][O:20]1)[CH2:17][CH3:18]. (5) The reactants are: [CH2:1]([N:8]1[C:13](=[O:14])[C:12]2[C:15]([CH3:18])=[N:16][O:17][C:11]=2[N:10]=[C:9]1[CH:19](Br)[CH2:20][CH3:21])[C:2]1[CH:7]=[CH:6][CH:5]=[CH:4][CH:3]=1.C(=O)([O-])[O-].[K+].[K+].[C:29]([O:33][C:34](=[O:40])[NH:35][CH2:36][CH2:37][CH2:38][NH2:39])([CH3:32])([CH3:31])[CH3:30].O. Given the product [C:29]([O:33][C:34](=[O:40])[NH:35][CH2:36][CH2:37][CH2:38][NH:39][CH:19]([C:9]1[N:8]([CH2:1][C:2]2[CH:7]=[CH:6][CH:5]=[CH:4][CH:3]=2)[C:13](=[O:14])[C:12]2[C:15]([CH3:18])=[N:16][O:17][C:11]=2[N:10]=1)[CH2:20][CH3:21])([CH3:32])([CH3:30])[CH3:31], predict the reactants needed to synthesize it.